Dataset: Full USPTO retrosynthesis dataset with 1.9M reactions from patents (1976-2016). Task: Predict the reactants needed to synthesize the given product. (1) The reactants are: [Br:1][C:2]1[CH:3]=[CH:4][C:5]([NH:19][CH2:20][C:21]2[CH:26]=[CH:25][C:24]([O:27][CH3:28])=[CH:23][C:22]=2[O:29][CH3:30])=[C:6]([C:8]([C:10]2[CH:15]=[CH:14][CH:13]=[C:12]([O:16][CH3:17])[C:11]=2[CH3:18])=[O:9])[CH:7]=1.[BH4-].[Na+]. Given the product [Br:1][C:2]1[CH:3]=[CH:4][C:5]([NH:19][CH2:20][C:21]2[CH:26]=[CH:25][C:24]([O:27][CH3:28])=[CH:23][C:22]=2[O:29][CH3:30])=[C:6]([CH:8]([C:10]2[CH:15]=[CH:14][CH:13]=[C:12]([O:16][CH3:17])[C:11]=2[CH3:18])[OH:9])[CH:7]=1, predict the reactants needed to synthesize it. (2) Given the product [CH:1]1[C:6]([CH2:7][CH2:8][NH2:9])=[CH:5][C:4]([OH:10])=[C:3]([OH:11])[CH:2]=1.[ClH:12].[CH2:2]([CH:3]([CH2:4][CH3:5])[C:17]([Cl:12])=[O:20])[CH3:1], predict the reactants needed to synthesize it. The reactants are: [CH:1]1[C:6]([CH2:7][CH2:8][NH2:9])=[CH:5][C:4]([OH:10])=[C:3]([OH:11])[CH:2]=1.[ClH:12].CC(C)=O.[C:17](=[O:20])(O)[O-].[Na+].C(OC(OC(C)(C)C)=O)(OC(C)(C)C)=O. (3) Given the product [NH2:19][C:18]1[N:9]([C:6]2[CH:7]=[CH:8][C:3]([F:2])=[CH:4][CH:5]=2)[N:10]=[CH:14][C:15]=1[C:16]#[N:17], predict the reactants needed to synthesize it. The reactants are: Cl.[F:2][C:3]1[CH:8]=[CH:7][C:6]([NH:9][NH2:10])=[CH:5][CH:4]=1.C(O[CH:14]=[C:15]([C:18]#[N:19])[C:16]#[N:17])C. (4) Given the product [CH3:1][O:2][C:3](=[O:16])[C:4]1[C:9]([N+:10]([O-:12])=[O:11])=[CH:8][CH:7]=[CH:6][C:5]=1[CH2:13][CH2:14][CH2:15][OH:21], predict the reactants needed to synthesize it. The reactants are: [CH3:1][O:2][C:3](=[O:16])[C:4]1[C:9]([N+:10]([O-:12])=[O:11])=[CH:8][CH:7]=[CH:6][C:5]=1[CH2:13][CH:14]=[CH2:15].B.CSC.[OH-:21].[Na+].OO. (5) Given the product [C:1]([O:5][CH:6]([C:11]1[C:12]([C:21]2[CH:22]=[C:23]3[C:28](=[CH:29][CH:30]=2)[O:27][CH2:26][CH2:25][CH2:24]3)=[C:13]2[CH:20]=[CH:19][N:18]([CH2:34][C:33]3[CH:36]=[CH:37][C:38]([C:40]([F:41])([F:43])[F:42])=[CH:39][C:32]=3[F:31])[C:14]2=[N:15][C:16]=1[CH3:17])[C:7]([OH:9])=[O:8])([CH3:2])([CH3:3])[CH3:4], predict the reactants needed to synthesize it. The reactants are: [C:1]([O:5][CH:6]([C:11]1[C:12]([C:21]2[CH:22]=[C:23]3[C:28](=[CH:29][CH:30]=2)[O:27][CH2:26][CH2:25][CH2:24]3)=[C:13]2[CH:20]=[CH:19][NH:18][C:14]2=[N:15][C:16]=1[CH3:17])[C:7]([O:9]C)=[O:8])([CH3:4])([CH3:3])[CH3:2].[F:31][C:32]1[CH:39]=[C:38]([C:40]([F:43])([F:42])[F:41])[CH:37]=[CH:36][C:33]=1[CH2:34]Br. (6) Given the product [Cl:1][C:2]1[C:3]([C:37]([F:39])([F:38])[F:40])=[C:4]([NH:8][C:9](=[O:36])[NH:10][C:11]2[CH:35]=[CH:34][C:14]([O:15][C:16]3[CH:21]=[CH:20][N:19]=[C:18](/[CH:22]=[CH:23]/[C:24]([NH:26][OH:27])=[O:25])[CH:17]=3)=[CH:13][CH:12]=2)[CH:5]=[CH:6][CH:7]=1, predict the reactants needed to synthesize it. The reactants are: [Cl:1][C:2]1[C:3]([C:37]([F:40])([F:39])[F:38])=[C:4]([NH:8][C:9](=[O:36])[NH:10][C:11]2[CH:35]=[CH:34][C:14]([O:15][C:16]3[CH:21]=[CH:20][N:19]=[C:18](/[CH:22]=[CH:23]/[C:24]([NH:26][O:27]C4CCCCO4)=[O:25])[CH:17]=3)=[CH:13][CH:12]=2)[CH:5]=[CH:6][CH:7]=1.Cl. (7) Given the product [F:23][C:24]1[CH:25]=[C:26]([C:48](=[O:50])[CH3:49])[CH:27]=[CH:28][C:29]=1[C:30]1[S:31][C:32]2[C:37]([N:38]=1)=[CH:36][CH:35]=[C:34]([C:39]1([C:42]3[CH:43]=[CH:44][CH:45]=[CH:46][CH:47]=3)[CH2:40][CH2:41]1)[N:33]=2, predict the reactants needed to synthesize it. The reactants are: CC(OI1(OC(C)=O)(OC(C)=O)OC(=O)C2C=CC=CC1=2)=O.[F:23][C:24]1[CH:25]=[C:26]([CH:48]([OH:50])[CH3:49])[CH:27]=[CH:28][C:29]=1[C:30]1[S:31][C:32]2[C:37]([N:38]=1)=[CH:36][CH:35]=[C:34]([C:39]1([C:42]3[CH:47]=[CH:46][CH:45]=[CH:44][CH:43]=3)[CH2:41][CH2:40]1)[N:33]=2.ClCCl.C([O-])(O)=O.[Na+].